This data is from Forward reaction prediction with 1.9M reactions from USPTO patents (1976-2016). The task is: Predict the product of the given reaction. (1) Given the reactants CC1[N:3]([C:8]2[N:13]=[C:12]([CH2:14][C:15]([NH:17][C:18]3[CH:23]=[CH:22][C:21]([NH:24][C:25]([C:27]4[CH2:32][CH2:31][CH2:30][CH2:29][C:28]=4[C:33]4[CH:38]=[CH:37][C:36]([CH3:39])=[CH:35][CH:34]=4)=[O:26])=[CH:20][CH:19]=3)=[O:16])[CH:11]=[CH:10][CH:9]=2)C(C)=CC=1.Cl.NO.C(N(CC)CC)C.C(=O)([O-])[O-].[K+].[K+], predict the reaction product. The product is: [NH2:3][C:8]1[N:13]=[C:12]([CH2:14][C:15]([NH:17][C:18]2[CH:23]=[CH:22][C:21]([NH:24][C:25]([C:27]3[CH2:32][CH2:31][CH2:30][CH2:29][C:28]=3[C:33]3[CH:38]=[CH:37][C:36]([CH3:39])=[CH:35][CH:34]=3)=[O:26])=[CH:20][CH:19]=2)=[O:16])[CH:11]=[CH:10][CH:9]=1. (2) Given the reactants [C:1]1([C:7]2[CH:16]=[CH:15][C:14]3[C:9](=[CH:10][C:11]([CH:17]=O)=[CH:12][CH:13]=3)[N:8]=2)[CH:6]=[CH:5][CH:4]=[CH:3][CH:2]=1.C1(C2C=CC3C(=CC(CO)=CC=3)N=2)C=CC=CC=1, predict the reaction product. The product is: [CH3:17][C:11]1[CH:10]=[C:9]2[C:14]([CH:15]=[CH:16][C:7]([C:1]3[CH:2]=[CH:3][CH:4]=[CH:5][CH:6]=3)=[N:8]2)=[CH:13][CH:12]=1. (3) Given the reactants [C:1](=[O:15])([O-:14])[O:2][C:3]1[CH:8]=[CH:7][C:6]([N+:9]([O-:11])=[O:10])=[CH:5][C:4]=1CCl.[I-:16].[Na+].[CH3:18]C(C)=O, predict the reaction product. The product is: [C:1](=[O:15])([O:2][C:3]1[CH:8]=[CH:7][C:6]([N+:9]([O-:11])=[O:10])=[CH:5][CH:4]=1)[O:14][CH2:18][I:16]. (4) The product is: [OH:21][CH2:20][CH2:19][N:18]([CH2:16][CH3:17])[C:9](=[O:10])[O:11][C:12]([CH3:13])([CH3:14])[CH3:15]. Given the reactants [C:9](O[C:9]([O:11][C:12]([CH3:15])([CH3:14])[CH3:13])=[O:10])([O:11][C:12]([CH3:15])([CH3:14])[CH3:13])=[O:10].[CH2:16]([NH:18][CH2:19][CH2:20][OH:21])[CH3:17], predict the reaction product. (5) The product is: [CH3:10][O:11][N:12]([CH3:16])[C:13](=[O:14])[O:1][NH:2][C:3]([O:4][C:5]([CH3:8])([CH3:7])[CH3:6])=[O:9]. Given the reactants [OH:1][NH:2][C:3](=[O:9])[O:4][C:5]([CH3:8])([CH3:7])[CH3:6].[CH3:10][O:11][N:12]([CH3:16])[C:13](Cl)=[O:14], predict the reaction product. (6) Given the reactants [C:1]([C:5]1[CH:32]=[CH:31][C:8]2[N:9]([CH2:23][O:24][CH2:25][CH2:26][Si:27]([CH3:30])([CH3:29])[CH3:28])[C:10]([CH2:12][CH:13]3[CH2:16][CH:15]([C:17](N(OC)C)=[O:18])[CH2:14]3)=[N:11][C:7]=2[CH:6]=1)([CH3:4])([CH3:3])[CH3:2].[H-].C([Al+]CC(C)C)C(C)C, predict the reaction product. The product is: [C:1]([C:5]1[CH:32]=[CH:31][C:8]2[N:9]([CH2:23][O:24][CH2:25][CH2:26][Si:27]([CH3:28])([CH3:29])[CH3:30])[C:10]([CH2:12][CH:13]3[CH2:16][CH:15]([CH:17]=[O:18])[CH2:14]3)=[N:11][C:7]=2[CH:6]=1)([CH3:4])([CH3:2])[CH3:3]. (7) Given the reactants [NH2:1][CH2:2][CH2:3][OH:4].[NH:5]1[C:13]2[C:8](=[CH:9][C:10]([NH:14][C:15]3[CH:20]=[CH:19][N:18]=[C:17]4[CH:21]=[C:22]([C:24]5[CH:31]=[CH:30][C:27]([CH:28]=O)=[CH:26][CH:25]=5)[S:23][C:16]=34)=[CH:11][CH:12]=2)[CH:7]=[CH:6]1, predict the reaction product. The product is: [NH:5]1[C:13]2[C:8](=[CH:9][C:10]([NH:14][C:15]3[CH:20]=[CH:19][N:18]=[C:17]4[CH:21]=[C:22]([C:24]5[CH:31]=[CH:30][C:27]([CH2:28][NH:1][CH2:2][CH2:3][OH:4])=[CH:26][CH:25]=5)[S:23][C:16]=34)=[CH:11][CH:12]=2)[CH:7]=[CH:6]1.